Predict the reactants needed to synthesize the given product. From a dataset of Full USPTO retrosynthesis dataset with 1.9M reactions from patents (1976-2016). (1) Given the product [Cl:18][C:10]1[CH:9]=[C:8]([C:5]([CH3:7])([C:4](=[O:19])[CH2:3][NH:2][C:35]([NH:34][C:31]2[CH:32]=[CH:33][C:28]([F:27])=[C:29]([O:37][CH3:38])[CH:30]=2)=[S:36])[CH3:6])[CH:13]=[CH:12][C:11]=1[S:14]([NH2:17])(=[O:16])=[O:15], predict the reactants needed to synthesize it. The reactants are: Cl.[NH2:2][CH2:3][C:4](=[O:19])[C:5]([C:8]1[CH:13]=[CH:12][C:11]([S:14]([NH2:17])(=[O:16])=[O:15])=[C:10]([Cl:18])[CH:9]=1)([CH3:7])[CH3:6].CCN(CC)CC.[F:27][C:28]1[CH:33]=[CH:32][C:31]([N:34]=[C:35]=[S:36])=[CH:30][C:29]=1[O:37][CH3:38].O. (2) Given the product [NH3:6].[N:6]1[CH:7]=[CH:8][C:3]([N:9]2[CH2:15][CH2:14][CH2:13][NH:12][CH2:11][CH2:10]2)=[CH:4][CH:5]=1, predict the reactants needed to synthesize it. The reactants are: Cl.Cl[C:3]1[CH:8]=[CH:7][N:6]=[CH:5][CH:4]=1.[NH:9]1[CH2:15][CH2:14][CH2:13][NH:12][CH2:11][CH2:10]1.C(N(CC)CC)C.